From a dataset of Full USPTO retrosynthesis dataset with 1.9M reactions from patents (1976-2016). Predict the reactants needed to synthesize the given product. (1) Given the product [F:31][C:28]1[N:29]=[CH:30][C:25]([CH2:24][N:21]2[CH2:20][CH2:19][N:18]([C:16]([O:15][C:11]([CH3:14])([CH3:13])[CH3:12])=[O:17])[CH2:23][CH2:22]2)=[CH:26][C:27]=1[C:2]1[N:7]=[C:6]([CH3:8])[N:5]=[C:4]([S:9][CH3:10])[N:3]=1, predict the reactants needed to synthesize it. The reactants are: Cl[C:2]1[N:7]=[C:6]([CH3:8])[N:5]=[C:4]([S:9][CH3:10])[N:3]=1.[C:11]([O:15][C:16]([N:18]1[CH2:23][CH2:22][N:21]([CH2:24][C:25]2[CH:26]=[C:27](B(O)O)[C:28]([F:31])=[N:29][CH:30]=2)[CH2:20][CH2:19]1)=[O:17])([CH3:14])([CH3:13])[CH3:12].C([O-])([O-])=O.[Na+].[Na+].[O-]S([O-])(=O)=O.[Na+].[Na+]. (2) The reactants are: [Br-].[F:2][C:3]1[CH:10]=[CH:9][C:6]([CH2:7][Zn+])=[CH:5][CH:4]=1.Br[C:12]1[CH:21]=[CH:20][C:15]([C:16]([O:18][CH3:19])=[O:17])=[CH:14][C:13]=1[C:22]([O:24][CH3:25])=[O:23].Cl. Given the product [F:2][C:3]1[CH:10]=[CH:9][C:6]([CH2:7][C:20]2[CH:21]=[CH:12][C:13]([C:22]([O:24][CH3:25])=[O:23])=[CH:14][C:15]=2[C:16]([O:18][CH3:19])=[O:17])=[CH:5][CH:4]=1, predict the reactants needed to synthesize it.